This data is from Catalyst prediction with 721,799 reactions and 888 catalyst types from USPTO. The task is: Predict which catalyst facilitates the given reaction. (1) Reactant: [NH2:1][C@@H:2]([C:6]1[CH:11]=[CH:10][CH:9]=[CH:8][CH:7]=1)[CH:3]([OH:5])[CH3:4].[O-:12][C:13]#[N:14].[K+]. Product: [OH:5][CH:3]([CH3:4])[C@@H:2]([NH:1][C:13]([NH2:14])=[O:12])[C:6]1[CH:11]=[CH:10][CH:9]=[CH:8][CH:7]=1. The catalyst class is: 6. (2) Reactant: [CH3:1][O:2][C:3]1[CH:46]=[CH:45][C:6]2[NH:7][C:8](=[O:44])[N:9]([CH:12]3[CH2:17][CH2:16][N:15]([C:18]4[CH:23]=[C:22]([C:24]([C:26]5[CH:27]=[C:28]6[C:32](=[C:33]([CH3:35])[CH:34]=5)[N:31](COCC[Si](C)(C)C)[N:30]=[CH:29]6)=[O:25])[N:21]=[CH:20][N:19]=4)[CH2:14][CH2:13]3)[CH2:10][CH2:11][C:5]=2[CH:4]=1.Cl.N.O. Product: [CH3:1][O:2][C:3]1[CH:46]=[CH:45][C:6]2[NH:7][C:8](=[O:44])[N:9]([CH:12]3[CH2:17][CH2:16][N:15]([C:18]4[CH:23]=[C:22]([C:24]([C:26]5[CH:27]=[C:28]6[C:32](=[C:33]([CH3:35])[CH:34]=5)[NH:31][N:30]=[CH:29]6)=[O:25])[N:21]=[CH:20][N:19]=4)[CH2:14][CH2:13]3)[CH2:10][CH2:11][C:5]=2[CH:4]=1. The catalyst class is: 71. (3) Reactant: [CH3:1][O:2][C:3]1[CH:4]=[CH:5][C:6]2[C:7]3[N:15]=[C:14]([C:16]4[CH:21]=[CH:20][C:19]([O:22][CH3:23])=[CH:18][CH:17]=4)[N:13]=[C:12]([C:24]([O:26]C)=O)[C:8]=3[NH:9][C:10]=2[CH:11]=1.[NH3:28]. Product: [CH3:1][O:2][C:3]1[CH:4]=[CH:5][C:6]2[C:7]3[N:15]=[C:14]([C:16]4[CH:21]=[CH:20][C:19]([O:22][CH3:23])=[CH:18][CH:17]=4)[N:13]=[C:12]([C:24]([NH2:28])=[O:26])[C:8]=3[NH:9][C:10]=2[CH:11]=1. The catalyst class is: 5. (4) Reactant: [CH:1]1([CH2:7][N:8]2[C:12]([C:13](=O)[CH2:14][CH2:15][C:16]3[CH:21]=[CH:20][CH:19]=[CH:18][N:17]=3)=[CH:11][C:10]([C:23]([O:25][CH2:26][CH3:27])=[O:24])=[C:9]2[CH3:28])[CH2:6][CH2:5][CH2:4][CH2:3][CH2:2]1.[OH-].[CH3:30][O:31][C:32]([NH:34][S:35]([N+](CC)(CC)CC)(=[O:37])=[O:36])=[O:33]. Product: [CH:1]1([CH2:7][N:8]2[C:12]([C:13]3[N:17]4[C:16]([CH:21]=[CH:20][CH:19]=[CH:18]4)=[C:15]([S:35](=[O:37])(=[O:36])[NH:34][C:32]([O:31][CH3:30])=[O:33])[CH:14]=3)=[CH:11][C:10]([C:23]([O:25][CH2:26][CH3:27])=[O:24])=[C:9]2[CH3:28])[CH2:6][CH2:5][CH2:4][CH2:3][CH2:2]1. The catalyst class is: 11. (5) The catalyst class is: 3. Product: [CH3:20][O:19][C:13]1[CH:14]=[CH:15][C:16]([CH3:18])=[CH:17][C:12]=1[CH:8]([CH:9]([CH3:11])[CH3:10])[CH2:7][CH2:6][C:21]#[N:22]. Reactant: CS(O[CH2:6][CH2:7][CH:8]([C:12]1[CH:17]=[C:16]([CH3:18])[CH:15]=[CH:14][C:13]=1[O:19][CH3:20])[CH:9]([CH3:11])[CH3:10])(=O)=O.[C-:21]#[N:22].[Na+].CCOC(C)=O.O. (6) Reactant: C1C=C(Cl)C=C(C(OO)=[O:9])C=1.[CH3:12][O:13][C:14]1[CH:19]=[C:18]([O:20][C:21]([F:24])([F:23])[F:22])[CH:17]=[CH:16][C:15]=1[C:25]1[C:30]([CH3:31])=[CH:29][C:28]([N+:32]([O-:34])=[O:33])=[CH:27][N:26]=1. Product: [CH3:12][O:13][C:14]1[CH:19]=[C:18]([O:20][C:21]([F:24])([F:22])[F:23])[CH:17]=[CH:16][C:15]=1[C:25]1[C:30]([CH3:31])=[CH:29][C:28]([N+:32]([O-:34])=[O:33])=[CH:27][N+:26]=1[O-:9]. The catalyst class is: 2. (7) Reactant: FC(F)(F)C(O)=O.[NH2:8][CH2:9][CH2:10][CH2:11][CH2:12][CH2:13][NH:14][C:15]([CH2:17][S:18][C:19](=[O:21])[CH3:20])=[O:16].C(N(CC)CC)C.[C:29]1([N:35]=[C:36]=[O:37])[CH:34]=[CH:33][CH:32]=[CH:31][CH:30]=1. Product: [C:29]1([NH:35][C:36](=[O:37])[NH:8][CH2:9][CH2:10][CH2:11][CH2:12][CH2:13][NH:14][C:15]([CH2:17][S:18][C:19](=[O:21])[CH3:20])=[O:16])[CH:34]=[CH:33][CH:32]=[CH:31][CH:30]=1. The catalyst class is: 124.